This data is from Full USPTO retrosynthesis dataset with 1.9M reactions from patents (1976-2016). The task is: Predict the reactants needed to synthesize the given product. (1) Given the product [CH2:1]([O:8][C:9]1[C:14](=[O:15])[N:13]=[C:12]([CH2:16][C:17]2([C:22]3[CH:27]=[CH:26][CH:25]=[C:24]([Cl:28])[CH:23]=3)[CH2:18][CH2:19][CH2:20][CH2:21]2)[N:11]2[CH2:36][CH2:35][N:31]([CH:32]([CH3:33])[CH3:34])[C:29](=[O:30])[C:10]=12)[C:2]1[CH:3]=[CH:4][CH:5]=[CH:6][CH:7]=1, predict the reactants needed to synthesize it. The reactants are: [CH2:1]([O:8][C:9]1[C:10]([C:29]([N:31]([CH2:35][CH2:36]O)[CH:32]([CH3:34])[CH3:33])=[O:30])=[N:11][C:12]([CH2:16][C:17]2([C:22]3[CH:27]=[CH:26][CH:25]=[C:24]([Cl:28])[CH:23]=3)[CH2:21][CH2:20][CH2:19][CH2:18]2)=[N:13][C:14]=1[OH:15])[C:2]1[CH:7]=[CH:6][CH:5]=[CH:4][CH:3]=1.C(OC1C(=O)N=C(CC2(C3C=CC(C(F)(F)F)=CC=3)CCCC2)N2CCN(C(C)C)C(=O)C=12)C1C=CC=CC=1. (2) Given the product [CH2:38]([O:37][P:33]([CH:24]([P:25](=[O:32])([O:29][CH2:30][CH3:31])[O:26][CH2:27][CH3:28])[CH2:8][C:9]1[CH:14]=[CH:13][C:12]([N+:15]([O-:17])=[O:16])=[CH:11][CH:10]=1)([O:34][CH2:35][CH3:36])=[O:40])[CH3:39], predict the reactants needed to synthesize it. The reactants are: COP(C(P(=O)(OC)OC)[CH2:8][C:9]1[CH:14]=[CH:13][C:12]([N+:15]([O-:17])=[O:16])=[CH:11][CH:10]=1)(OC)=O.[CH2:24]([P:33](=[O:40])([O:37][CH2:38][CH3:39])[O:34][CH2:35][CH3:36])[P:25](=[O:32])([O:29][CH2:30][CH3:31])[O:26][CH2:27][CH3:28]. (3) Given the product [CH2:1]([O:3][C:4](=[O:15])[C:5]([C:6](=[O:14])[C:7]1[CH:12]=[CH:11][CH:10]=[C:9]([CH3:13])[CH:8]=1)=[CH:16][C:17]1[CH:22]=[CH:21][CH:20]=[CH:19][CH:18]=1)[CH3:2], predict the reactants needed to synthesize it. The reactants are: [CH2:1]([O:3][C:4](=[O:15])[CH2:5][C:6](=[O:14])[C:7]1[CH:8]=[C:9]([CH3:13])[CH:10]=[CH:11][CH:12]=1)[CH3:2].[CH:16](=O)[C:17]1[CH:22]=[CH:21][CH:20]=[CH:19][CH:18]=1.C(O)(=O)C.N1CCCCC1. (4) Given the product [F:20][C:18]1[C:14]2[N:15]=[CH:16][O:17][C:13]=2[CH:12]=[C:11]([NH:10][S:21]([CH:24]2[CH2:25][CH2:26]2)(=[O:22])=[O:23])[C:19]=1[NH:8][C:5]1[CH:6]=[CH:7][C:2]([Br:1])=[CH:3][C:4]=1[Cl:28], predict the reactants needed to synthesize it. The reactants are: [Br:1][C:2]1[CH:7]=[CH:6][C:5]([N:8]2[C:19]3[C:11](=[CH:12][C:13]4[O:17][CH:16]=[N:15][C:14]=4[C:18]=3[F:20])[N:10]([S:21]([CH:24]3[CH2:26][CH2:25]3)(=[O:23])=[O:22])C2=O)=[C:4]([Cl:28])[CH:3]=1.C[Si](C)(C)[O-].[K+]. (5) Given the product [C:29]([OH:36])(=[O:35])/[CH:30]=[CH:31]\[C:32]([OH:34])=[O:33].[CH3:17][C:18]([C:20]1[O:24][C:23]2[CH:25]=[CH:26][CH:27]=[C:28]([O:33][CH2:32][C@@H:41]([OH:40])[CH2:42][N:14]3[CH2:15][CH2:16][CH:11]([C:2]4[CH:3]=[CH:4][C:5]5[C:10](=[CH:9][CH:8]=[CH:7][CH:6]=5)[CH:1]=4)[CH2:12][CH2:13]3)[C:22]=2[CH:21]=1)=[O:19], predict the reactants needed to synthesize it. The reactants are: [CH:1]1[C:10]2[C:5](=[CH:6][CH:7]=[CH:8][CH:9]=2)[CH:4]=[CH:3][C:2]=1[CH:11]1[CH2:16][CH2:15][NH:14][CH2:13][CH2:12]1.[CH3:17][C:18]([C:20]1[O:24][C:23]2[CH:25]=[CH:26][CH:27]=[CH:28][C:22]=2[CH:21]=1)=[O:19].[C:29]([OH:36])(=[O:35])/[CH:30]=[CH:31]\[C:32]([OH:34])=[O:33].C([O:40][CH2:41][CH3:42])(=O)C. (6) Given the product [O:6]1[CH2:7][CH2:8][O:9][CH:5]1[CH2:4][CH2:3][C:2]#[N:11], predict the reactants needed to synthesize it. The reactants are: Cl[CH2:2][CH2:3][CH2:4][CH:5]1[O:9][CH2:8][CH2:7][O:6]1.[C-]#[N:11].[K+]. (7) The reactants are: [Cl:1][C:2]1[CH:3]=[CH:4][C:5]([O:48][CH3:49])=[C:6]([CH:47]=1)[C:7]([NH:9][C:10]1[C:11]([C:24]2[N:28](CC3C=CC(OC)=CC=3)[C:27](=[O:38])[N:26]([CH2:39][CH2:40][N:41]3[CH2:46][CH2:45][O:44][CH2:43][CH2:42]3)[N:25]=2)=[N:12][N:13](CC2C=CC(OC)=CC=2)[CH:14]=1)=[O:8].C1(OC)C=CC=CC=1. Given the product [ClH:1].[Cl:1][C:2]1[CH:3]=[CH:4][C:5]([O:48][CH3:49])=[C:6]([CH:47]=1)[C:7]([NH:9][C:10]1[C:11]([C:24]2[NH:28][C:27](=[O:38])[N:26]([CH2:39][CH2:40][N:41]3[CH2:46][CH2:45][O:44][CH2:43][CH2:42]3)[N:25]=2)=[N:12][NH:13][CH:14]=1)=[O:8], predict the reactants needed to synthesize it. (8) Given the product [Br:1][C:2]1[CH:11]=[CH:10][C:9]2[N:8]=[CH:7][C:6]3[N:12]([S:43]([C:40]4[CH:39]=[CH:38][C:37]([O:36][C:35]([F:34])([F:47])[F:48])=[CH:42][CH:41]=4)(=[O:45])=[O:44])[C:13](=[O:26])[N:14]([C:15]4[CH:20]=[CH:19][C:18]([C:21]([CH3:24])([CH3:25])[C:22]#[N:23])=[CH:17][CH:16]=4)[C:5]=3[C:4]=2[CH:3]=1, predict the reactants needed to synthesize it. The reactants are: [Br:1][C:2]1[CH:11]=[CH:10][C:9]2[N:8]=[CH:7][C:6]3[NH:12][C:13](=[O:26])[N:14]([C:15]4[CH:20]=[CH:19][C:18]([C:21]([CH3:25])([CH3:24])[C:22]#[N:23])=[CH:17][CH:16]=4)[C:5]=3[C:4]=2[CH:3]=1.C(N(CC)CC)C.[F:34][C:35]([F:48])([F:47])[O:36][C:37]1[CH:42]=[CH:41][C:40]([S:43](Cl)(=[O:45])=[O:44])=[CH:39][CH:38]=1.O. (9) Given the product [CH3:44][C:42]1[CH:41]=[CH:40][N:39]=[C:38]([N:18]2[C:17]3[CH:16]=[C:15]([O:14][C:13]4[CH:28]=[CH:29][CH:30]=[C:11]([C:2]5[CH:3]=[CH:4][C:5]6[C:10](=[CH:9][CH:8]=[CH:7][CH:6]=6)[N:1]=5)[CH:12]=4)[CH:27]=[CH:26][C:25]=3[C:24]3[C:19]2=[CH:20][CH:21]=[CH:22][CH:23]=3)[CH:43]=1, predict the reactants needed to synthesize it. The reactants are: [N:1]1[C:10]2[C:5](=[CH:6][CH:7]=[CH:8][CH:9]=2)[CH:4]=[CH:3][C:2]=1[C:11]1[CH:12]=[C:13]([CH:28]=[CH:29][CH:30]=1)[O:14][C:15]1[CH:27]=[CH:26][C:25]2[C:24]3[C:19](=[CH:20][CH:21]=[CH:22][CH:23]=3)[NH:18][C:17]=2[CH:16]=1.C([O-])([O-])=O.[K+].[K+].Br[C:38]1[CH:43]=[C:42]([CH3:44])[CH:41]=[CH:40][N:39]=1.CN1C=CN=C1. (10) Given the product [F:1][C:2]1[CH:3]=[CH:4][C:5]([N:8]2[C:17]3[C:12](=[CH:13][C:14]([CH2:18][OH:19])=[CH:15][CH:16]=3)[C:11](=[O:20])[C:10]([C:21]([O:23][CH2:24][CH3:25])=[O:22])=[CH:9]2)=[CH:6][CH:7]=1, predict the reactants needed to synthesize it. The reactants are: [F:1][C:2]1[CH:7]=[CH:6][C:5]([N:8]2[C:17]3[C:12](=[CH:13][C:14]([CH:18]=[O:19])=[CH:15][CH:16]=3)[C:11](=[O:20])[C:10]([C:21]([O:23][CH2:24][CH3:25])=[O:22])=[CH:9]2)=[CH:4][CH:3]=1.[BH4-].[Na+].